This data is from Full USPTO retrosynthesis dataset with 1.9M reactions from patents (1976-2016). The task is: Predict the reactants needed to synthesize the given product. (1) Given the product [CH2:1]([O:3][C:4](=[O:37])[CH:5]([NH2:34])[CH2:6][C:7]1[CH:12]=[C:11]([Cl:13])[CH:10]=[CH:9][C:8]=1[O:14][CH2:15][C:16]([N:18]1[CH2:23][C@H:22]([CH3:24])[N:21]([CH2:25][C:26]2[CH:31]=[CH:30][C:29]([F:32])=[CH:28][CH:27]=2)[CH2:20][C@H:19]1[CH3:33])=[O:17])[CH3:2], predict the reactants needed to synthesize it. The reactants are: [CH2:1]([O:3][C:4](=[O:37])[CH:5]([N+:34]([O-])=O)[CH2:6][C:7]1[CH:12]=[C:11]([Cl:13])[CH:10]=[CH:9][C:8]=1[O:14][CH2:15][C:16]([N:18]1[CH2:23][C@H:22]([CH3:24])[N:21]([CH2:25][C:26]2[CH:31]=[CH:30][C:29]([F:32])=[CH:28][CH:27]=2)[CH2:20][C@H:19]1[CH3:33])=[O:17])[CH3:2]. (2) Given the product [CH2:1]([N:5]1[CH2:8][CH:7]([C:9]2[CH:14]=[CH:13][C:12]([NH:15][S:16]([C:19]3[CH:24]=[CH:23][C:22]([O:25][C:26]([F:29])([F:28])[F:27])=[CH:21][CH:20]=3)(=[O:18])=[O:17])=[CH:11][CH:10]=2)[CH2:6]1)[CH2:2][CH3:3], predict the reactants needed to synthesize it. The reactants are: [C:1]([N:5]1[CH2:8][CH:7]([C:9]2[CH:14]=[CH:13][C:12]([NH:15][S:16]([C:19]3[CH:24]=[CH:23][C:22]([O:25][C:26]([F:29])([F:28])[F:27])=[CH:21][CH:20]=3)(=[O:18])=[O:17])=[CH:11][CH:10]=2)[CH2:6]1)(=O)[CH2:2][CH3:3].C(OCC)(=O)C.